Dataset: Full USPTO retrosynthesis dataset with 1.9M reactions from patents (1976-2016). Task: Predict the reactants needed to synthesize the given product. Given the product [CH3:14][N:11]1[C:12]2[C:7](=[CH:6][CH:5]=[C:4]([N+:1]([O-:3])=[O:2])[CH:13]=2)[CH2:8][CH2:9][CH2:10]1, predict the reactants needed to synthesize it. The reactants are: [N+:1]([C:4]1[CH:13]=[C:12]2[C:7]([CH2:8][CH2:9][CH2:10][NH:11]2)=[CH:6][CH:5]=1)([O-:3])=[O:2].[C:14](=O)([O-])[O-].[K+].[K+].IC.